Dataset: Forward reaction prediction with 1.9M reactions from USPTO patents (1976-2016). Task: Predict the product of the given reaction. (1) Given the reactants [F:1][C:2]1[N:7]=[C:6]([N:8]2[C@@H:12]([C@H:13](O)[CH3:14])[CH2:11][O:10][C:9]2=[O:16])[C:5]([F:17])=[CH:4][N:3]=1.[F:18]C(F)(S(F)(=O)=O)C(F)(F)C(F)(F)C(F)(F)F.F.F.F.C(N(CC)CC)C.C(N(CC)CC)C, predict the reaction product. The product is: [F:1][C:2]1[N:7]=[C:6]([N:8]2[C@@H:12]([C@@H:13]([F:18])[CH3:14])[CH2:11][O:10][C:9]2=[O:16])[C:5]([F:17])=[CH:4][N:3]=1. (2) Given the reactants [Cl:1][C:2]1[CH:7]=[CH:6][C:5]([C@H:8]2[C@@H:12]([C:13]3[CH:18]=[CH:17][C:16]([Cl:19])=[CH:15][CH:14]=3)[N:11]([C:20](Cl)=[O:21])[C:10]([C:23]3[S:24][CH:25]=[CH:26][C:27]=3[O:28][CH2:29][CH3:30])=[N:9]2)=[CH:4][CH:3]=1.Cl.[N:32]1([CH2:38][C:39]([NH2:41])=[O:40])[CH2:37][CH2:36][NH:35][CH2:34][CH2:33]1, predict the reaction product. The product is: [Cl:1][C:2]1[CH:7]=[CH:6][C:5]([C@H:8]2[C@@H:12]([C:13]3[CH:14]=[CH:15][C:16]([Cl:19])=[CH:17][CH:18]=3)[N:11]([C:20]([N:35]3[CH2:36][CH2:37][N:32]([CH2:38][C:39]([NH2:41])=[O:40])[CH2:33][CH2:34]3)=[O:21])[C:10]([C:23]3[S:24][CH:25]=[CH:26][C:27]=3[O:28][CH2:29][CH3:30])=[N:9]2)=[CH:4][CH:3]=1. (3) Given the reactants [F:1][C:2]([CH3:17])([CH3:16])[CH2:3][NH:4][C:5]1[C:14]2[C:9](=[CH:10][CH:11]=[CH:12][N:13]=2)[N:8]=[CH:7][C:6]=1[NH2:15].C(N(CC)CC)C.[C:25](OCC(Cl)=O)(=[O:27])[CH3:26].C([O-])([O-])=O.[K+].[K+], predict the reaction product. The product is: [F:1][C:2]([CH3:17])([CH3:16])[CH2:3][N:4]1[C:5]2[C:14]3[N:13]=[CH:12][CH:11]=[CH:10][C:9]=3[N:8]=[CH:7][C:6]=2[N:15]=[C:26]1[CH2:25][OH:27]. (4) Given the reactants [C:1](#[N:3])[CH3:2].CC(C)(C)C[O-].[K+].C([O:13][C:14]([CH:16]1[CH2:18][CH:17]1[CH3:19])=O)C, predict the reaction product. The product is: [CH3:19][CH:17]1[CH2:18][CH:16]1[C:14](=[O:13])[CH2:2][C:1]#[N:3]. (5) The product is: [F:53][C:35]([F:34])([F:54])[C:36]([NH:38][CH2:39][C:40]1[CH:45]=[CH:44][C:43]([F:46])=[C:42]([CH:47]2[CH2:52][CH2:51][N:50]([C:18]([C:7]3[C:6]4[C:10](=[C:2]([F:1])[CH:3]=[CH:4][C:5]=4[O:21][C:22]([F:24])([F:25])[F:23])[N:9]([CH2:11][CH2:12][O:13][C:14]([F:15])([F:17])[F:16])[CH:8]=3)=[O:20])[CH2:49][CH2:48]2)[CH:41]=1)=[O:37]. Given the reactants [F:1][C:2]1[CH:3]=[CH:4][C:5]([O:21][C:22]([F:25])([F:24])[F:23])=[C:6]2[C:10]=1[N:9]([CH2:11][CH2:12][O:13][C:14]([F:17])([F:16])[F:15])[CH:8]=[C:7]2[C:18]([OH:20])=O.CCN(CC)CC.Cl.[F:34][C:35]([F:54])([F:53])[C:36]([NH:38][CH2:39][C:40]1[CH:45]=[CH:44][C:43]([F:46])=[C:42]([CH:47]2[CH2:52][CH2:51][NH:50][CH2:49][CH2:48]2)[CH:41]=1)=[O:37].CCN=C=NCCCN(C)C, predict the reaction product.